This data is from Full USPTO retrosynthesis dataset with 1.9M reactions from patents (1976-2016). The task is: Predict the reactants needed to synthesize the given product. (1) Given the product [CH:16]([C:7]1[CH:6]=[CH:5][C:4]([N+:11]([O-:13])=[O:12])=[CH:3][N:2]=1)([CH3:17])[CH3:15], predict the reactants needed to synthesize it. The reactants are: C[N:2]1[CH:7]=[C:6]([N+]([O-])=O)[CH:5]=[C:4]([N+:11]([O-:13])=[O:12])[C:3]1=O.[CH3:15][CH:16](C)[C:17](=O)C.N. (2) Given the product [ClH:19].[F:1][C:2]1[CH:3]=[C:4]([CH:9]2[CH2:10][CH:11]([C:12]([O:14][CH3:15])=[O:13])[CH2:16][CH2:17][NH:18]2)[CH:5]=[CH:6][C:7]=1[F:8], predict the reactants needed to synthesize it. The reactants are: [F:1][C:2]1[CH:3]=[C:4]([C:9]2[CH:10]=[C:11]([CH:16]=[CH:17][N:18]=2)[C:12]([O:14][CH3:15])=[O:13])[CH:5]=[CH:6][C:7]=1[F:8].[ClH:19].